Predict the reaction yield, written as a fraction of the theoretical maximum amount of product (1.0 means a 100% yield; for example, 0.34 means a 34% yield). From a dataset of Reaction yield outcomes from USPTO patents with 853,638 reactions. (1) The reactants are C1CO[C:8]2[CH:7]=[CH:6][C:5]([NH:11][C:12]3[C:17]([F:18])=[CH:16][N:15]=[C:14]([NH:19][C:20]4[CH:25]=[CH:24][CH:23]=[C:22](O)[CH:21]=4)[N:13]=3)=[CH:4][C:3]=2[O:2]1.ClC1N=C(NC2C=CC=C(O)C=2)C(F)=CN=1.[S:43]1[C:47]2C=CC=CC=2[C:45](CN)=[CH:44]1. No catalyst specified. The product is [S:43]1[C:44]2[CH:45]=[CH:21][CH:22]=[CH:23][C:24]=2[C:25]([CH2:20][NH:19][C:14]2[N:13]=[C:12]([NH:11][C:5]3[CH:6]=[CH:7][CH:8]=[C:3]([OH:2])[CH:4]=3)[C:17]([F:18])=[CH:16][N:15]=2)=[CH:47]1. The yield is 0.530. (2) The reactants are [C:1]([C:4]1[CH:9]=[CH:8][C:7]([C:10]([CH3:14])([CH3:13])[C:11]#[N:12])=[CH:6][C:5]=1[CH3:15])(=O)[CH3:2].[BH4-].[Na+].[OH-].[NH4+:19]. The product is [NH2:19][CH:1]([C:4]1[CH:9]=[CH:8][C:7]([C:10]([CH3:14])([CH3:13])[C:11]#[N:12])=[CH:6][C:5]=1[CH3:15])[CH3:2]. The yield is 0.990. The catalyst is N.CO.CC(C)[O-].[Ti+4].CC(C)[O-].CC(C)[O-].CC(C)[O-]. (3) The reactants are [H-].[Na+].[NH2:3][C:4]1[CH:9]=[CH:8][C:7]([Br:10])=[CH:6][N:5]=1.[CH3:11]I. The catalyst is CN(C=O)C. The product is [Br:10][C:7]1[CH:8]=[CH:9][C:4]([NH:3][CH3:11])=[N:5][CH:6]=1. The yield is 0.320. (4) The reactants are [F:1][C:2]1[CH:7]=[CH:6][C:5]([C:8]2[O:9][C:10]3[CH:20]=[CH:19][C:18]([C:21]4[CH:26]=[C:25]([O:27]C(C)C)[CH:24]=[C:23]([C:31](=[O:37])[NH:32][CH2:33][CH:34]([CH3:36])[CH3:35])[CH:22]=4)=[CH:17][C:11]=3[C:12]=2[C:13]([NH:15][CH3:16])=[O:14])=[CH:4][CH:3]=1.ClB(Cl)Cl.CO. The catalyst is ClCCl. The product is [F:1][C:2]1[CH:3]=[CH:4][C:5]([C:8]2[O:9][C:10]3[CH:20]=[CH:19][C:18]([C:21]4[CH:22]=[C:23]([C:31](=[O:37])[NH:32][CH2:33][CH:34]([CH3:35])[CH3:36])[CH:24]=[C:25]([OH:27])[CH:26]=4)=[CH:17][C:11]=3[C:12]=2[C:13]([NH:15][CH3:16])=[O:14])=[CH:6][CH:7]=1. The yield is 1.00. (5) The reactants are C([O:5][C:6](=[O:16])[CH:7]([CH2:11][S:12](Cl)(=[O:14])=[O:13])[CH:8]([CH3:10])[CH3:9])(C)(C)C.[N:17]1[CH:22]=[CH:21][CH:20]=[C:19]([C:23]2[CH:28]=[CH:27][C:26]([N:29]3[CH2:34][CH2:33][NH:32][CH2:31][CH2:30]3)=[CH:25][CH:24]=2)[CH:18]=1.C(N(CC)CC)C.FC(F)(F)C(O)=O. The catalyst is ClCCl. The product is [CH3:10][CH:8]([CH3:9])[CH:7]([CH2:11][S:12]([N:32]1[CH2:33][CH2:34][N:29]([C:26]2[CH:25]=[CH:24][C:23]([C:19]3[CH:18]=[N:17][CH:22]=[CH:21][CH:20]=3)=[CH:28][CH:27]=2)[CH2:30][CH2:31]1)(=[O:13])=[O:14])[C:6]([OH:5])=[O:16]. The yield is 0.930. (6) The reactants are C([O-])([O-])=O.[K+].[K+].Br[CH2:8][CH2:9]Br.[NH2:11][C:12]1[CH:17]=[CH:16][CH:15]=[CH:14][C:13]=1[SH:18]. The catalyst is CC(C)=O. The product is [S:18]1[C:13]2[CH:14]=[CH:15][CH:16]=[CH:17][C:12]=2[NH:11][CH2:9][CH2:8]1. The yield is 0.660. (7) The reactants are Cl[C:2]1[N:7]=[C:6]([Cl:8])[C:5]([C:9]([F:12])([F:11])[F:10])=[CH:4][N:3]=1.C(OCC)C.[NH2:18][C:19]1[CH:24]=[CH:23][C:22]([CH:25]2[CH2:30][CH2:29][CH2:28][N:27]([C:31]([O:33][C:34]([CH3:37])([CH3:36])[CH3:35])=[O:32])[CH2:26]2)=[CH:21][CH:20]=1.C(N(CC)CC)C. The catalyst is [Cl-].[Cl-].[Zn+2].ClCCCl.CC(O)(C)C. The product is [Cl:8][C:6]1[C:5]([C:9]([F:12])([F:11])[F:10])=[CH:4][N:3]=[C:2]([NH:18][C:19]2[CH:20]=[CH:21][C:22]([CH:25]3[CH2:30][CH2:29][CH2:28][N:27]([C:31]([O:33][C:34]([CH3:37])([CH3:36])[CH3:35])=[O:32])[CH2:26]3)=[CH:23][CH:24]=2)[N:7]=1. The yield is 0.900. (8) The catalyst is CO.C1COCC1.[Zn]. The product is [Cl:19][C:10]1[C:9]([O:8][C:6]2[CH:5]=[CH:4][N:3]=[C:2]([Cl:1])[CH:7]=2)=[CH:14][C:13]([F:15])=[C:12]([NH2:16])[CH:11]=1. The yield is 0.880. The reactants are [Cl:1][C:2]1[CH:7]=[C:6]([O:8][C:9]2[CH:14]=[C:13]([F:15])[C:12]([N+:16]([O-])=O)=[CH:11][C:10]=2[Cl:19])[CH:5]=[CH:4][N:3]=1.[Cl-].[NH4+]. (9) The reactants are [CH3:1][CH:2]([CH2:26][CH2:27][CH2:28][CH:29]([CH3:36])[CH2:30][CH2:31][CH2:32][CH:33]([CH3:35])[CH3:34])[CH2:3][CH2:4][O:5][C:6]1[CH:18]=[CH:17][C:16]2[C:15]3[C:10](=[CH:11][CH:12]=[CH:13][CH:14]=3)[C:9]([C:20]3[CH:25]=[CH:24][CH:23]=[CH:22][CH:21]=3)(O)[C:8]=2[CH:7]=1.C([Br:40])(=O)C. The catalyst is C(Cl)(Cl)Cl. The product is [CH3:1][CH:2]([CH2:26][CH2:27][CH2:28][CH:29]([CH3:36])[CH2:30][CH2:31][CH2:32][CH:33]([CH3:35])[CH3:34])[CH2:3][CH2:4][O:5][C:6]1[CH:18]=[CH:17][C:16]2[C:15]3[C:10](=[CH:11][CH:12]=[CH:13][CH:14]=3)[C:9]([Br:40])([C:20]3[CH:25]=[CH:24][CH:23]=[CH:22][CH:21]=3)[C:8]=2[CH:7]=1. The yield is 0.620.